From a dataset of Catalyst prediction with 721,799 reactions and 888 catalyst types from USPTO. Predict which catalyst facilitates the given reaction. (1) Reactant: [NH2:1][C:2]1[C:7]([F:8])=[C:6]([C:9]2[CH:14]=[CH:13][C:12]([Cl:15])=[C:11]([O:16][CH3:17])[C:10]=2[F:18])[N:5]=[C:4]([C:19]([O:21][CH2:22][C:23]2[CH:28]=[CH:27][CH:26]=[CH:25][CH:24]=2)=[O:20])[CH:3]=1.[Cl:29]N1C(C)(C)C(=O)N(Cl)C1=O.O. Product: [NH2:1][C:2]1[C:7]([F:8])=[C:6]([C:9]2[CH:14]=[CH:13][C:12]([Cl:15])=[C:11]([O:16][CH3:17])[C:10]=2[F:18])[N:5]=[C:4]([C:19]([O:21][CH2:22][C:23]2[CH:24]=[CH:25][CH:26]=[CH:27][CH:28]=2)=[O:20])[C:3]=1[Cl:29]. The catalyst class is: 10. (2) Reactant: C([O:3][C:4](=[O:28])[CH2:5][N:6]([C:17]1[CH:22]=[C:21]([C:23]([F:26])([F:25])[F:24])[CH:20]=[CH:19][C:18]=1[Cl:27])[S:7]([C:10]1[CH:15]=[CH:14][C:13]([CH3:16])=[CH:12][CH:11]=1)(=[O:9])=[O:8])C.O.[OH-].[Na+]. Product: [Cl:27][C:18]1[CH:19]=[CH:20][C:21]([C:23]([F:24])([F:26])[F:25])=[CH:22][C:17]=1[N:6]([CH2:5][C:4]([OH:28])=[O:3])[S:7]([C:10]1[CH:15]=[CH:14][C:13]([CH3:16])=[CH:12][CH:11]=1)(=[O:9])=[O:8]. The catalyst class is: 5. (3) Reactant: CO.[BH4-].[Na+].ClCCl.[Br:8][C:9]1[CH:10]=[CH:11][C:12]2[N:13]([N:15]=[C:16]([C:30]3[CH:35]=[CH:34][CH:33]=[CH:32][CH:31]=3)[C:17]=2[C:18]([C:20]2[N:25]=[C:24]([C:26]([O:28][CH3:29])=[O:27])[CH:23]=[CH:22][CH:21]=2)=[O:19])[CH:14]=1. Product: [Br:8][C:9]1[CH:10]=[CH:11][C:12]2[N:13]([N:15]=[C:16]([C:30]3[CH:31]=[CH:32][CH:33]=[CH:34][CH:35]=3)[C:17]=2[CH:18]([OH:19])[C:20]2[N:25]=[C:24]([C:26]([O:28][CH3:29])=[O:27])[CH:23]=[CH:22][CH:21]=2)[CH:14]=1. The catalyst class is: 6. (4) Reactant: Br[C:2]1[CH:7]=[CH:6][C:5]([N:8]2[CH2:12][C@H:11]([CH2:13][N:14]3[CH:18]=[CH:17][N:16]=[N:15]3)[O:10][C:9]2=[O:19])=[CH:4][C:3]=1[F:20].C([O-])(=O)C.[K+].B1(B2OC(C)(C)C(C)(C)O2)OC(C)(C)C(C)(C)O1.Br[C:45]1[CH:46]=[CH:47][C:48]([C:51]2[CH2:55][C@@H:54]([CH2:56][OH:57])[O:53][N:52]=2)=[N:49][CH:50]=1.C(=O)([O-])[O-].[K+].[K+]. Product: [F:20][C:3]1[CH:4]=[C:5]([N:8]2[CH2:12][C@H:11]([CH2:13][N:14]3[CH:18]=[CH:17][N:16]=[N:15]3)[O:10][C:9]2=[O:19])[CH:6]=[CH:7][C:2]=1[C:47]1[C:48]([C:51]2[CH2:55][C@@H:54]([CH2:56][OH:57])[O:53][N:52]=2)=[N:49][CH:50]=[CH:45][CH:46]=1. The catalyst class is: 38. (5) Reactant: [CH3:1][C:2]1[C:10]2[C:5](=[CH:6][CH:7]=[C:8]([N:11](C(OC(C)(C)C)=O)[NH:12]C(OC(C)(C)C)=O)[CH:9]=2)[CH2:4][CH:3]=1.[C:27]([O:33]CC)(=O)[CH2:28][C:29]([CH3:31])=O.Cl. Product: [CH3:31][C:29]1[CH2:28][C:27](=[O:33])[N:11]([C:8]2[CH:9]=[C:10]3[C:5](=[CH:6][CH:7]=2)[CH2:4][CH2:3][CH:2]3[CH3:1])[N:12]=1. The catalyst class is: 40. (6) Reactant: [CH3:1][O:2][N:3]=[C:4]([C:15]1[CH:20]=[CH:19][CH:18]=[CH:17][CH:16]=1)[CH2:5][O:6][C:7]1[CH:12]=[CH:11][C:10]([CH2:13][OH:14])=[CH:9][CH:8]=1.[C:21]([CH:23]([C:35]1[CH:40]=[CH:39][C:38](O)=[CH:37][CH:36]=1)[CH2:24][C:25]([O:27][CH2:28][C:29]1[CH:34]=[CH:33][CH:32]=[CH:31][CH:30]=1)=[O:26])#[N:22].C(P(CCCC)CCCC)CCC. The catalyst class is: 11. Product: [C:21]([CH:23]([C:35]1[CH:36]=[CH:37][C:38]([O:14][CH2:13][C:10]2[CH:11]=[CH:12][C:7]([O:6][CH2:5]/[C:4](=[N:3]\[O:2][CH3:1])/[C:15]3[CH:20]=[CH:19][CH:18]=[CH:17][CH:16]=3)=[CH:8][CH:9]=2)=[CH:39][CH:40]=1)[CH2:24][C:25]([O:27][CH2:28][C:29]1[CH:30]=[CH:31][CH:32]=[CH:33][CH:34]=1)=[O:26])#[N:22]. (7) Reactant: [N:1]([C:4]([C:7]1[CH:12]=[CH:11][C:10]([C:13]2[NH:14][C:15](=[O:23])[C:16]3[N:17]([CH:19]=[C:20]([F:22])[CH:21]=3)[CH:18]=2)=[CH:9][CH:8]=1)([CH3:6])[CH3:5])=[N+]=[N-].[C:24]([OH:27])(=[O:26])C. Product: [CH:24]([OH:27])=[O:26].[NH2:1][C:4]([C:7]1[CH:8]=[CH:9][C:10]([C:13]2[NH:14][C:15](=[O:23])[C:16]3[N:17]([CH:19]=[C:20]([F:22])[CH:21]=3)[CH:18]=2)=[CH:11][CH:12]=1)([CH3:6])[CH3:5]. The catalyst class is: 324. (8) Reactant: [Br:1][C:2]1[CH:7]=[CH:6][C:5](I)=[CH:4][CH:3]=1.[CH:9]([Mg]Cl)([CH3:11])[CH3:10].[CH3:14][N:15]([CH3:28])[C:16]1(C#N)[CH2:25][CH2:24][C:19]2([O:23]CCO2)[CH2:18][CH2:17]1.[Cl-].[NH4+]. Product: [Br:1][C:2]1[CH:7]=[CH:6][C:5]([C:16]2([N:15]([CH3:14])[CH3:28])[CH2:17][CH2:18][C:19]([CH2:10][CH2:9][C:11]3[CH:6]=[CH:7][CH:2]=[CH:3][CH:4]=3)([OH:23])[CH2:24][CH2:25]2)=[CH:4][CH:3]=1. The catalyst class is: 27. (9) Reactant: [F:1][C:2]1[CH:10]=[C:9]2[C:5]([CH2:6][N:7]([CH3:11])[NH:8]2)=[CH:4][C:3]=1[C:12]([F:19])([F:18])[C:13](OCC)=[O:14].[NH2:20][NH2:21]. Product: [F:18][C:12]([F:19])([C:3]1[C:2]([F:1])=[CH:10][C:9]2[C:5](=[CH:6][N:7]([CH3:11])[N:8]=2)[CH:4]=1)[C:13]([NH:20][NH2:21])=[O:14]. The catalyst class is: 8. (10) Product: [F:22][C:13]([F:21])([C:14]1[CH:19]=[CH:18][C:17]([F:20])=[CH:16][CH:15]=1)[CH2:12][CH2:11][S:10][C:6]1[N:7]=[CH:8][S:9][C:5]=1[C:3]([OH:4])=[O:2]. The catalyst class is: 88. Reactant: C[O:2][C:3]([C:5]1[S:9][CH:8]=[N:7][C:6]=1[S:10][CH2:11][CH2:12][C:13]([F:22])([F:21])[C:14]1[CH:19]=[CH:18][C:17]([F:20])=[CH:16][CH:15]=1)=[O:4].[OH-].[K+].CCO.